Dataset: Forward reaction prediction with 1.9M reactions from USPTO patents (1976-2016). Task: Predict the product of the given reaction. (1) Given the reactants [CH2:1]([C:8]1[CH:13]=[CH:12][N:11]=[C:10](F)[C:9]=1[CH2:15][CH2:16][O:17][C:18]1[C:27]2[C:22](=[CH:23][C:24]([O:28][CH3:29])=[CH:25][CH:26]=2)[N:21]=[CH:20][CH:19]=1)[C:2]1[CH:7]=[CH:6][CH:5]=[CH:4][CH:3]=1.Cl.C1C[O:34]CC1, predict the reaction product. The product is: [CH2:1]([C:8]1[CH:13]=[CH:12][NH:11][C:10](=[O:34])[C:9]=1[CH2:15][CH2:16][O:17][C:18]1[C:27]2[C:22](=[CH:23][C:24]([O:28][CH3:29])=[CH:25][CH:26]=2)[N:21]=[CH:20][CH:19]=1)[C:2]1[CH:7]=[CH:6][CH:5]=[CH:4][CH:3]=1. (2) Given the reactants [NH:1]1[CH2:6][CH2:5][O:4][CH2:3][CH2:2]1.Cl.C(N=C=NCCCN(C)C)C.[CH3:19][O:20][C:21]1[C:22](=[O:49])[C:23]([CH3:48])=[C:24]([CH2:30][C:31]2[C:32]([O:40][CH2:41][C:42]3[CH:47]=[CH:46][CH:45]=[CH:44][CH:43]=3)=[C:33]([CH:37]=[CH:38][CH:39]=2)[C:34](O)=[O:35])[C:25](=[O:29])[C:26]=1[O:27][CH3:28], predict the reaction product. The product is: [CH3:19][O:20][C:21]1[C:22](=[O:49])[C:23]([CH3:48])=[C:24]([CH2:30][C:31]2[C:32]([O:40][CH2:41][C:42]3[CH:43]=[CH:44][CH:45]=[CH:46][CH:47]=3)=[C:33]([CH:37]=[CH:38][CH:39]=2)[C:34]([N:1]2[CH2:6][CH2:5][O:4][CH2:3][CH2:2]2)=[O:35])[C:25](=[O:29])[C:26]=1[O:27][CH3:28].